This data is from Catalyst prediction with 721,799 reactions and 888 catalyst types from USPTO. The task is: Predict which catalyst facilitates the given reaction. (1) Reactant: [Cl:1][C:2]1[N:7]=[C:6]([C:8]2[NH:9][C:10]3[C:15]([CH:16]=2)=[CH:14][CH:13]=[CH:12][CH:11]=3)[C:5]([OH:17])=[CH:4][CH:3]=1.C1C(=O)N([Cl:25])C(=O)C1. Product: [Cl:1][C:2]1[N:7]=[C:6]([C:8]2[NH:9][C:10]3[C:15]([C:16]=2[Cl:25])=[CH:14][CH:13]=[CH:12][CH:11]=3)[C:5]([OH:17])=[CH:4][CH:3]=1. The catalyst class is: 21. (2) Reactant: Cl.[Cl:2][C:3]1[CH:4]=[C:5]2[C:9](=[CH:10][CH:11]=1)[NH:8][CH:7]=[C:6]2[CH2:12][CH2:13][NH2:14].[F:15][C:16]1[CH:30]=[CH:29][C:28]([F:31])=[CH:27][C:17]=1[CH2:18][C:19]1[O:23][N:22]=[C:21]([C:24](O)=[O:25])[N:20]=1.CN(C(ON1N=NC2C=CC=NC1=2)=[N+](C)C)C.F[P-](F)(F)(F)(F)F.C(N(CC)C(C)C)(C)C. Product: [Cl:2][C:3]1[CH:4]=[C:5]2[C:9](=[CH:10][CH:11]=1)[NH:8][CH:7]=[C:6]2[CH2:12][CH2:13][NH:14][C:24]([C:21]1[N:20]=[C:19]([CH2:18][C:17]2[CH:27]=[C:28]([F:31])[CH:29]=[CH:30][C:16]=2[F:15])[O:23][N:22]=1)=[O:25]. The catalyst class is: 3. (3) Reactant: C[O:2][C:3](=[O:36])[CH2:4][CH2:5][C:6]1[CH:11]=[CH:10][C:9]([C:12]2[CH:17]=[CH:16][C:15]([CH2:18][CH:19]([C:31](=[O:35])[N:32]([CH3:34])[CH3:33])[NH:20][S:21]([C:24]3[CH:29]=[CH:28][C:27]([CH3:30])=[CH:26][CH:25]=3)(=[O:23])=[O:22])=[CH:14][CH:13]=2)=[CH:8][CH:7]=1.[OH-].[Li+]. Product: [CH3:34][N:32]([CH3:33])[C:31]([CH:19]([NH:20][S:21]([C:24]1[CH:29]=[CH:28][C:27]([CH3:30])=[CH:26][CH:25]=1)(=[O:22])=[O:23])[CH2:18][C:15]1[CH:14]=[CH:13][C:12]([C:9]2[CH:10]=[CH:11][C:6]([CH2:5][CH2:4][C:3]([OH:36])=[O:2])=[CH:7][CH:8]=2)=[CH:17][CH:16]=1)=[O:35]. The catalyst class is: 20. (4) Reactant: C(OC(=O)[NH:7][C:8]1[CH:13]=[C:12]([O:14][CH2:15][C:16]([F:19])([F:18])[F:17])[C:11]([C:20]([F:23])([F:22])[F:21])=[CH:10][C:9]=1[NH:24][C:25](=[O:43])[CH2:26][C:27]([C:29]1[CH:34]=[CH:33][CH:32]=[C:31]([C:35]2[C:40]([CH3:41])=[CH:39][N:38]=[C:37]([CH3:42])[CH:36]=2)[CH:30]=1)=O)(C)(C)C.C(O)(C(F)(F)F)=O. Product: [CH3:42][C:37]1[CH:36]=[C:35]([C:31]2[CH:30]=[C:29]([C:27]3[CH2:26][C:25](=[O:43])[NH:24][C:9]4[CH:10]=[C:11]([C:20]([F:21])([F:22])[F:23])[C:12]([O:14][CH2:15][C:16]([F:18])([F:19])[F:17])=[CH:13][C:8]=4[N:7]=3)[CH:34]=[CH:33][CH:32]=2)[C:40]([CH3:41])=[CH:39][N:38]=1. The catalyst class is: 2. (5) Reactant: [F:1][C:2]1[CH:7]=[C:6]([C:8]([N:10]2[CH2:15][CH2:14][N:13]([CH2:16][C:17]3[CH:22]=[CH:21][C:20]([C:23]([OH:32])([C:28]([F:31])([F:30])[F:29])[C:24]([F:27])([F:26])[F:25])=[CH:19][CH:18]=3)[CH2:12][CH2:11]2)=[O:9])[CH:5]=[CH:4][C:3]=1[NH:33][C:34]([NH:36][C@@H:37]1[CH2:41][CH2:40][NH:39][CH2:38]1)=[O:35].[CH:42]1([CH2:45][C:46](O)=[O:47])[CH2:44][CH2:43]1.C(N(CC)CC)C.CCCP1(OP(CCC)(=O)OP(CCC)(=O)O1)=O. Product: [CH:42]1([CH2:45][C:46]([N:39]2[CH2:40][CH2:41][C@@H:37]([NH:36][C:34]([NH:33][C:3]3[CH:4]=[CH:5][C:6]([C:8]([N:10]4[CH2:11][CH2:12][N:13]([CH2:16][C:17]5[CH:18]=[CH:19][C:20]([C:23]([OH:32])([C:24]([F:25])([F:26])[F:27])[C:28]([F:30])([F:31])[F:29])=[CH:21][CH:22]=5)[CH2:14][CH2:15]4)=[O:9])=[CH:7][C:2]=3[F:1])=[O:35])[CH2:38]2)=[O:47])[CH2:44][CH2:43]1. The catalyst class is: 4. (6) Reactant: Br[C:2]1[S:6][C:5]2=[N:7][CH:8]=[CH:9][N:4]2[N:3]=1.[F:10][C:11]([F:29])([F:28])[C:12]1[C:13]([NH2:27])=[N:14][CH:15]=[C:16](B2OC(C)(C)C(C)(C)O2)[CH:17]=1.C([O-])([O-])=O.[K+].[K+].N#N. Product: [F:29][C:11]([F:10])([F:28])[C:12]1[C:13]([NH2:27])=[N:14][CH:15]=[C:16]([C:2]2[S:6][C:5]3=[N:7][CH:8]=[CH:9][N:4]3[N:3]=2)[CH:17]=1. The catalyst class is: 658. (7) Reactant: [F:1][C:2]1[CH:3]=[CH:4][CH:5]=[C:6]2[C:10]=1[N:9]([C@@H:11]([C:16]1[CH:21]=[CH:20][CH:19]=[C:18]([Cl:22])[CH:17]=1)[C@H:12]([OH:15])[CH2:13]O)[C:8](=[O:23])[C:7]2([CH3:25])[CH3:24].C1(C)C(S(Cl)(=O)=O)=CC=CC=1.[N:37]1C=CC=C[CH:38]=1. Product: [Cl:22][C:18]1[CH:17]=[C:16]([C@H:11]([N:9]2[C:10]3[C:6](=[CH:5][CH:4]=[CH:3][C:2]=3[F:1])[C:7]([CH3:25])([CH3:24])[C:8]2=[O:23])[C@H:12]([OH:15])[CH2:13][NH:37][CH3:38])[CH:21]=[CH:20][CH:19]=1. The catalyst class is: 27.